From a dataset of Full USPTO retrosynthesis dataset with 1.9M reactions from patents (1976-2016). Predict the reactants needed to synthesize the given product. (1) Given the product [CH:20]1([N:17]2[C:5]3[C:6]([O:8][C@@H:9]([C@H:11]4[CH2:15][NH:14][C:13](=[O:16])[CH2:12]4)[CH3:10])=[N:7][C:2]([C:27]4[S:28][C:24]([CH3:23])=[CH:25][CH:26]=4)=[CH:3][C:4]=3[N:19]=[CH:18]2)[CH2:22][CH2:21]1, predict the reactants needed to synthesize it. The reactants are: Br[C:2]1[N:7]=[C:6]([O:8][C@@H:9]([C@H:11]2[CH2:15][NH:14][C:13](=[O:16])[CH2:12]2)[CH3:10])[C:5]2[N:17]([CH:20]3[CH2:22][CH2:21]3)[CH:18]=[N:19][C:4]=2[CH:3]=1.[CH3:23][C:24]1[S:28][C:27](B(O)O)=[CH:26][CH:25]=1.C([O-])([O-])=O.[Na+].[Na+].N#N. (2) Given the product [CH:14]1([NH:1][C@@H:2]2[CH2:6][CH2:5][N:4]([C:7]([O:9][CH2:10][CH2:13][CH2:22][CH3:24])=[O:8])[CH2:3]2)[CH2:18][CH2:17][CH2:16][CH2:15]1, predict the reactants needed to synthesize it. The reactants are: [NH2:1][C@@H:2]1[CH2:6][CH2:5][N:4]([C:7]([O:9][C:10]([CH3:13])(C)C)=[O:8])[CH2:3]1.[C:14]1(=O)[CH2:18][CH2:17][CH2:16][CH2:15]1.[BH-](OC(C)=O)(OC(C)=O)O[C:22]([CH3:24])=O.[Na+].